This data is from Peptide-MHC class II binding affinity with 134,281 pairs from IEDB. The task is: Regression. Given a peptide amino acid sequence and an MHC pseudo amino acid sequence, predict their binding affinity value. This is MHC class II binding data. (1) The peptide sequence is AAIHEMFVNTLVASS. The binding affinity (normalized) is 0.859. The MHC is DRB1_0901 with pseudo-sequence DRB1_0901. (2) The peptide sequence is VVHITDDNEEPI. The MHC is DRB1_0301 with pseudo-sequence DRB1_0301. The binding affinity (normalized) is 0.568. (3) The peptide sequence is TNLKVQLIRMAEAEM. The MHC is DRB1_1101 with pseudo-sequence DRB1_1101. The binding affinity (normalized) is 0.606. (4) The binding affinity (normalized) is 0.635. The peptide sequence is YAGIRRDGLLLRLVD. The MHC is HLA-DPA10201-DPB10101 with pseudo-sequence HLA-DPA10201-DPB10101. (5) The peptide sequence is SHLNAMSKVRKDISE. The MHC is DRB3_0301 with pseudo-sequence DRB3_0301. The binding affinity (normalized) is 0.442. (6) The peptide sequence is MSQIMYNYPAMRAHA. The MHC is HLA-DQA10201-DQB10202 with pseudo-sequence HLA-DQA10201-DQB10202. The binding affinity (normalized) is 0.0768.